This data is from Forward reaction prediction with 1.9M reactions from USPTO patents (1976-2016). The task is: Predict the product of the given reaction. Given the reactants [C:1]1([CH2:7][O:8][C:9]2[CH:17]=[CH:16][CH:15]=[CH:14][C:10]=2[C:11]([OH:13])=[O:12])[CH:6]=[CH:5][CH:4]=[CH:3][CH:2]=1.[Br:18][CH2:19][CH2:20][CH2:21]O.Cl.CN(C)CCCN=C=NCC, predict the reaction product. The product is: [C:1]1([CH2:7][O:8][C:9]2[CH:17]=[CH:16][CH:15]=[CH:14][C:10]=2[C:11]([O:13][CH2:21][CH2:20][CH2:19][Br:18])=[O:12])[CH:2]=[CH:3][CH:4]=[CH:5][CH:6]=1.